Task: Predict the reaction yield, written as a fraction of the theoretical maximum amount of product (1.0 means a 100% yield; for example, 0.34 means a 34% yield).. Dataset: Reaction yield outcomes from USPTO patents with 853,638 reactions The reactants are [C:1]([O:5][C:6]([N:8]1[CH2:13][CH2:12][N:11]([C:14]2[N:15]([C:25]3[CH:30]=[CH:29][C:28](I)=[CH:27][CH:26]=3)[C:16]3[C:21]([C:22]=2[CH:23]=[O:24])=[CH:20][CH:19]=[CH:18][CH:17]=3)[CH2:10][CH2:9]1)=[O:7])([CH3:4])([CH3:3])[CH3:2].[C:32]([O:36][C:37]([N:39]1[CH:43]=[CH:42][CH:41]=[C:40]1B(O)O)=[O:38])([CH3:35])([CH3:34])[CH3:33]. No catalyst specified. The product is [C:1]([O:5][C:6]([N:8]1[CH2:13][CH2:12][N:11]([C:14]2[N:15]([C:25]3[CH:30]=[CH:29][C:28]([C:40]4[N:39]([C:37]([O:36][C:32]([CH3:35])([CH3:34])[CH3:33])=[O:38])[CH:43]=[CH:42][CH:41]=4)=[CH:27][CH:26]=3)[C:16]3[C:21]([C:22]=2[CH:23]=[O:24])=[CH:20][CH:19]=[CH:18][CH:17]=3)[CH2:10][CH2:9]1)=[O:7])([CH3:4])([CH3:3])[CH3:2]. The yield is 0.560.